Dataset: Reaction yield outcomes from USPTO patents with 853,638 reactions. Task: Predict the reaction yield, written as a fraction of the theoretical maximum amount of product (1.0 means a 100% yield; for example, 0.34 means a 34% yield). (1) The reactants are C([O:8][CH2:9][C:10]1[N:15]=[C:14]([NH2:16])[N:13]=[C:12]([NH2:17])[C:11]=1[C:18]1[CH:23]=[CH:22][C:21]([N+:24]([O-])=O)=[CH:20][CH:19]=1)C1C=CC=CC=1.Cl. The catalyst is CO.[OH-].[OH-].[Pd+2]. The product is [NH2:16][C:14]1[N:15]=[C:10]([CH2:9][OH:8])[C:11]([C:18]2[CH:19]=[CH:20][C:21]([NH2:24])=[CH:22][CH:23]=2)=[C:12]([NH2:17])[N:13]=1. The yield is 0.990. (2) The reactants are F[C:2]1[CH:7]=[CH:6][C:5]([N+:8]([O-:10])=[O:9])=[CH:4][CH:3]=1.[C:11]([N:18]1[CH2:23][CH2:22][CH:21]([OH:24])[CH2:20][CH2:19]1)([O:13][C:14]([CH3:17])([CH3:16])[CH3:15])=[O:12].[H-].[Na+]. The catalyst is C1COCC1. The product is [C:14]([O:13][C:11]([N:18]1[CH2:23][CH2:22][CH:21]([O:24][C:2]2[CH:7]=[CH:6][C:5]([N+:8]([O-:10])=[O:9])=[CH:4][CH:3]=2)[CH2:20][CH2:19]1)=[O:12])([CH3:17])([CH3:15])[CH3:16]. The yield is 0.780. (3) The reactants are Br[C:2]1[CH:14]=[CH:13][C:12]2[C:11]3[C:6](=[CH:7][C:8](Br)=[CH:9][CH:10]=3)[C:5](CC)([CH2:16][CH3:17])[C:4]=2[CH:3]=1.BrBr.C(C1(CC)C2C=CC=CC=2C2C1=CC=CC=2)C.Br.[OH-].[Na+]. The catalyst is C(Cl)Cl. The product is [CH2:16]([CH:5]1[C:6]2[CH:7]=[CH:8][CH:9]=[CH:10][C:11]=2[C:12]2[C:4]1=[CH:3][CH:2]=[CH:14][CH:13]=2)[CH3:17]. The yield is 0.610. (4) The reactants are C([N:8]1[CH2:13][C@H:12]([C:14]([F:17])([F:16])[F:15])[O:11][C@H:10]([CH3:18])[CH2:9]1)C1C=CC=CC=1.[ClH:19]. The catalyst is CO.[Pd]. The product is [ClH:19].[CH3:18][C@H:10]1[O:11][C@@H:12]([C:14]([F:16])([F:15])[F:17])[CH2:13][NH:8][CH2:9]1. The yield is 1.03. (5) The reactants are [C:1]([C:5]1[CH:6]=[C:7]([NH:11][C:12]([NH:14][C:15]2[CH:20]=[CH:19][C:18]([O:21][CH:22]3[CH2:27][CH2:26][NH:25][CH2:24][CH2:23]3)=[CH:17][CH:16]=2)=[O:13])[N:8]([CH3:10])[N:9]=1)([CH3:4])([CH3:3])[CH3:2].ON1C2C=CC=CC=2N=N1.[C:38](O)(=[O:45])[C:39]1[CH:44]=[CH:43][CH:42]=[CH:41][CH:40]=1.C1CCC(N=C=NC2CCCCC2)CC1. The catalyst is ClCCl.C1COCC1. The product is [C:1]([C:5]1[CH:6]=[C:7]([NH:11][C:12]([NH:14][C:15]2[CH:20]=[CH:19][C:18]([O:21][CH:22]3[CH2:27][CH2:26][N:25]([C:38](=[O:45])[C:39]4[CH:44]=[CH:43][CH:42]=[CH:41][CH:40]=4)[CH2:24][CH2:23]3)=[CH:17][CH:16]=2)=[O:13])[N:8]([CH3:10])[N:9]=1)([CH3:4])([CH3:2])[CH3:3]. The yield is 0.934.